Dataset: TCR-epitope binding with 47,182 pairs between 192 epitopes and 23,139 TCRs. Task: Binary Classification. Given a T-cell receptor sequence (or CDR3 region) and an epitope sequence, predict whether binding occurs between them. (1) The TCR CDR3 sequence is CSAWDRLNTEAFF. Result: 0 (the TCR does not bind to the epitope). The epitope is NLNESLIDL. (2) The epitope is FLNRFTTTL. The TCR CDR3 sequence is CASSLGPPSGRTANTGELFF. Result: 1 (the TCR binds to the epitope). (3) The epitope is LLMPILTLT. The TCR CDR3 sequence is CASRPWDLGLDLAKNIQYF. Result: 0 (the TCR does not bind to the epitope). (4) The epitope is TTLPVNVAF. The TCR CDR3 sequence is CASSLLRRVPWETDTQYF. Result: 0 (the TCR does not bind to the epitope).